Dataset: Forward reaction prediction with 1.9M reactions from USPTO patents (1976-2016). Task: Predict the product of the given reaction. (1) Given the reactants [Cl:1][C:2]1[CH:3]=[C:4]([CH:8]=[CH:9][C:10]=1[CH:11]1[CH2:16][CH2:15][CH2:14][CH2:13][CH2:12]1)[C:5]([OH:7])=O.O[NH:18][C:19](=[NH:28])[C:20]1[CH:25]=[CH:24][C:23]([CH2:26][OH:27])=[CH:22][CH:21]=1.O.ON1C2C=CC=CC=2N=N1, predict the reaction product. The product is: [Cl:1][C:2]1[CH:3]=[C:4]([C:5]2[O:7][N:28]=[C:19]([C:20]3[CH:25]=[CH:24][C:23]([CH2:26][OH:27])=[CH:22][CH:21]=3)[N:18]=2)[CH:8]=[CH:9][C:10]=1[CH:11]1[CH2:16][CH2:15][CH2:14][CH2:13][CH2:12]1. (2) The product is: [CH3:1][C@@H:2]([CH2:26][CH3:27])[C@H:3]([N:11]1[CH2:15][C:14](=[O:16])[N:13]([CH2:17][C:18]2[CH:23]=[CH:22][CH:21]=[C:20]([CH3:24])[N:19]=2)[C:12]1=[O:25])[C:4]([OH:6])=[O:5]. Given the reactants [CH3:1][C@@H:2]([CH2:26][CH3:27])[C@H:3]([N:11]1[CH2:15][C:14](=[O:16])[N:13]([CH2:17][C:18]2[CH:23]=[CH:22][CH:21]=[C:20]([CH3:24])[N:19]=2)[C:12]1=[O:25])[C:4]([O:6]C(C)(C)C)=[O:5].FC(F)(F)C(O)=O, predict the reaction product. (3) Given the reactants [NH2:1][C:2]1[CH:3]=[C:4]([C:8]2[C:18]([C:19]3[CH:24]=[CH:23][N:22]=[C:21]([NH:25][C:26]4[CH:31]=[CH:30][CH:29]=[C:28]([O:32][CH2:33][CH2:34][N:35]([CH3:37])[CH3:36])[CH:27]=4)[N:20]=3)=[C:11]3[CH:12]=[CH:13][C:14]([O:16][CH3:17])=[CH:15][N:10]3[N:9]=2)[CH:5]=[CH:6][CH:7]=1.N([C@@H]([C:43]1[CH:48]=[CH:47][CH:46]=[CH:45][CH:44]=1)C)=C=O.[CH2:49]1[CH2:53][O:52][CH2:51][CH2:50]1, predict the reaction product. The product is: [CH3:37][N:35]([CH3:36])[CH2:34][CH2:33][O:32][C:28]1[CH:27]=[C:26]([NH:25][C:21]2[N:20]=[C:19]([C:18]3[C:8]([C:4]4[CH:3]=[C:2]([NH:1][C:51]([C:50]5([C:43]6[CH:48]=[CH:47][CH:46]=[CH:45][CH:44]=6)[CH2:49][CH2:53]5)=[O:52])[CH:7]=[CH:6][CH:5]=4)=[N:9][N:10]4[CH:15]=[C:14]([O:16][CH3:17])[CH:13]=[CH:12][C:11]=34)[CH:24]=[CH:23][N:22]=2)[CH:31]=[CH:30][CH:29]=1. (4) Given the reactants [I:1][CH2:2][CH2:3][CH2:4][CH2:5][CH2:6][CH2:7][CH2:8][CH2:9]I.[CH:11]1[C:20]2[C:15](=[CH:16][CH:17]=[CH:18][CH:19]=2)[CH:14]=[CH:13][N:12]=1, predict the reaction product. The product is: [I-:1].[I-:1].[CH2:2]([N+:12]1[CH:13]=[CH:14][C:15]2[C:20](=[CH:19][CH:18]=[CH:17][CH:16]=2)[CH:11]=1)[CH2:3][CH2:4][CH2:5][CH2:6][CH2:7][CH2:8][CH2:9][N+:12]1[CH:13]=[CH:14][C:15]2[C:20](=[CH:19][CH:18]=[CH:17][CH:16]=2)[CH:11]=1. (5) Given the reactants [Cl:1][C:2]1[N:3]=[N:4][C:5](I)=[CH:6][CH:7]=1.[CH2:9]([N:13]1[CH:17]=[CH:16][N:15]=[CH:14]1)[CH2:10][C:11]#[CH:12].C(N(CC)CC)C.Cl, predict the reaction product. The product is: [Cl:1][C:2]1[N:3]=[N:4][C:5]([C:12]#[C:11][CH2:10][CH2:9][N:13]2[CH:17]=[CH:16][N:15]=[CH:14]2)=[CH:6][CH:7]=1. (6) Given the reactants [F:1][C:2]1[CH:7]=[C:6]([F:8])[CH:5]=[CH:4][C:3]=1[N:9]1[CH2:14][CH2:13][N:12]([S:15]([C:18]2[CH:23]=[CH:22][C:21]([C:24](=[O:26])[CH3:25])=[CH:20][CH:19]=2)(=[O:17])=[O:16])[C@H:11]([CH3:27])[CH2:10]1.[Si]([C:32]([F:35])([F:34])[F:33])(C)(C)C.CCCC[N+](CCCC)(CCCC)CCCC.[F-], predict the reaction product. The product is: [F:1][C:2]1[CH:7]=[C:6]([F:8])[CH:5]=[CH:4][C:3]=1[N:9]1[CH2:14][CH2:13][N:12]([S:15]([C:18]2[CH:23]=[CH:22][C:21]([C:24]([OH:26])([CH3:25])[C:32]([F:35])([F:34])[F:33])=[CH:20][CH:19]=2)(=[O:17])=[O:16])[C@H:11]([CH3:27])[CH2:10]1. (7) The product is: [C:12]([O:16][C:17]([N:19]1[CH2:24][CH2:23][CH:22]([NH:1][C:2]2[CH:7]=[N:6][C:5]([NH:8][C:9](=[O:11])[CH3:10])=[CH:4][CH:3]=2)[CH2:21][CH2:20]1)=[O:18])([CH3:15])([CH3:13])[CH3:14]. Given the reactants [NH2:1][C:2]1[CH:3]=[CH:4][C:5]([NH:8][C:9](=[O:11])[CH3:10])=[N:6][CH:7]=1.[C:12]([O:16][C:17]([N:19]1[CH2:24][CH2:23][C:22](=O)[CH2:21][CH2:20]1)=[O:18])([CH3:15])([CH3:14])[CH3:13].C(O)(=O)C.ClC(Cl)C.C(O[BH-](OC(=O)C)OC(=O)C)(=O)C.[Na+], predict the reaction product. (8) Given the reactants [C:1]([C:3]1[CH:4]=[N:5][N:6]2[C:11]([C:12]([F:15])([F:14])[F:13])=[CH:10][C:9]([C:16]3[CH:21]=[CH:20][C:19]([C:22]([F:25])([F:24])[F:23])=[CH:18][CH:17]=3)=[N:8][C:7]=12)#[CH:2].Br[C:27]1[CH:32]=[CH:31][N:30]=[CH:29][N:28]=1.C(P(C(C)(C)C)C(C)(C)C)(C)(C)C.C(NC(C)C)(C)C, predict the reaction product. The product is: [N:28]1[CH:27]=[C:32]([C:2]#[C:1][C:3]2[CH:4]=[N:5][N:6]3[C:11]([C:12]([F:14])([F:13])[F:15])=[CH:10][C:9]([C:16]4[CH:21]=[CH:20][C:19]([C:22]([F:25])([F:24])[F:23])=[CH:18][CH:17]=4)=[N:8][C:7]=23)[CH:31]=[N:30][CH:29]=1. (9) Given the reactants O.[CH:2]1[C:11]2[C:6](=[CH:7][CH:8]=[CH:9][CH:10]=2)[CH:5]=[C:4]([C:12]([OH:14])=O)[N:3]=1.[CH3:15][O:16][C:17]([C:19]1[C:27]2[O:26][C:25]([NH2:28])=[N:24][C:23]=2[CH:22]=[CH:21][CH:20]=1)=[O:18].CN(C(ON1N=NC2C=CC=CC1=2)=[N+](C)C)C.F[P-](F)(F)(F)(F)F.CCN(C(C)C)C(C)C, predict the reaction product. The product is: [CH3:15][O:16][C:17]([C:19]1[C:27]2[O:26][C:25]([NH:28][C:12]([C:4]3[N:3]=[CH:2][C:11]4[C:6]([CH:5]=3)=[CH:7][CH:8]=[CH:9][CH:10]=4)=[O:14])=[N:24][C:23]=2[CH:22]=[CH:21][CH:20]=1)=[O:18].